Dataset: Forward reaction prediction with 1.9M reactions from USPTO patents (1976-2016). Task: Predict the product of the given reaction. (1) Given the reactants [O:1]=[C:2]1[C:6]2[CH:7]=[CH:8][CH:9]=[C:10]([CH2:11][N:12]3[CH2:17][CH2:16][N:15]([C:18]([O:20][C:21]([CH3:24])([CH3:23])[CH3:22])=[O:19])[CH2:14][CH2:13]3)[C:5]=2[O:4][CH2:3]1.[NH:25]1[C:29]2=[N:30][CH:31]=[CH:32][CH:33]=[C:28]2[C:27]([CH:34]=O)=[N:26]1, predict the reaction product. The product is: [NH:25]1[C:29]2=[N:30][CH:31]=[CH:32][CH:33]=[C:28]2[C:27](/[CH:34]=[C:3]2\[O:4][C:5]3[C:10]([CH2:11][N:12]4[CH2:13][CH2:14][N:15]([C:18]([O:20][C:21]([CH3:24])([CH3:23])[CH3:22])=[O:19])[CH2:16][CH2:17]4)=[CH:9][CH:8]=[CH:7][C:6]=3[C:2]\2=[O:1])=[N:26]1. (2) Given the reactants [CH:1]([C:3]1[N:7]([C:8]2[CH:15]=[CH:14][C:11]([C:12]#[N:13])=[CH:10][CH:9]=2)[CH:6]=[N:5][CH:4]=1)=O.[CH3:16][NH:17][CH2:18][CH2:19][NH:20][C:21](=[O:27])[O:22][C:23]([CH3:26])([CH3:25])[CH3:24].[BH-](OC(C)=O)(OC(C)=O)OC(C)=O.[Na+], predict the reaction product. The product is: [C:12]([C:11]1[CH:14]=[CH:15][C:8]([N:7]2[C:3]([CH2:1][N:17]([CH3:16])[CH2:18][CH2:19][NH:20][C:21](=[O:27])[O:22][C:23]([CH3:24])([CH3:25])[CH3:26])=[CH:4][N:5]=[CH:6]2)=[CH:9][CH:10]=1)#[N:13]. (3) Given the reactants [CH3:1][C:2]1[CH:3]=[C:4]2[C:12]3=[C:13]([O:15][CH2:16][CH:17]([C:18]4[CH:23]=[CH:22][CH:21]=[CH:20][CH:19]=4)[N:11]3[C:10]3[CH2:9][CH2:8][CH2:7][C:6](=[O:24])[C:5]2=3)[CH:14]=1.FC(F)(F)C(O)=O.[Br-].[Li+].C(=O)([O-])[O-].[Li+].[Li+], predict the reaction product. The product is: [CH3:1][C:2]1[CH:3]=[C:4]2[C:12]3=[C:13]([O:15][CH2:16][CH:17]([C:18]4[CH:19]=[CH:20][CH:21]=[CH:22][CH:23]=4)[N:11]3[C:10]3[C:5]2=[C:6]([OH:24])[CH:7]=[CH:8][CH:9]=3)[CH:14]=1. (4) Given the reactants [Cl:1][C:2]1[CH:7]=[CH:6][CH:5]=[CH:4][C:3]=1[OH:8].Br[CH2:10][CH2:11][CH2:12][CH2:13][C:14]([O:16]CC)=[O:15].C(=O)([O-])[O-].[K+].[K+].[OH-].[Na+].Cl, predict the reaction product. The product is: [Cl:1][C:2]1[CH:7]=[CH:6][CH:5]=[CH:4][C:3]=1[O:8][CH2:10][CH2:11][CH2:12][CH2:13][C:14]([OH:16])=[O:15]. (5) The product is: [I:61][C:57]1[CH:56]=[C:55]([NH:54][C:52](=[O:53])[CH2:51][N:47]2[CH:48]=[CH:49][N:50]=[C:46]2[CH2:44][N:11]([CH2:12][C:13]2[N:14]([CH2:18][C:19]([N:21]([CH2:30][C:31]([O:33][C:34]([CH3:37])([CH3:36])[CH3:35])=[O:32])[CH2:22][C:23]([O:25][C:26]([CH3:27])([CH3:28])[CH3:29])=[O:24])=[O:20])[CH:15]=[CH:16][N:17]=2)[CH2:10][CH2:9][C:8]2[CH:38]=[CH:39][C:5]([S:1](=[O:3])(=[O:4])[NH2:2])=[CH:6][CH:7]=2)[CH:60]=[CH:59][CH:58]=1. Given the reactants [S:1]([C:5]1[CH:39]=[CH:38][C:8]([CH2:9][CH2:10][NH:11][CH2:12][C:13]2[N:14]([CH2:18][C:19]([N:21]([CH2:30][C:31]([O:33][C:34]([CH3:37])([CH3:36])[CH3:35])=[O:32])[CH2:22][C:23]([O:25][C:26]([CH3:29])([CH3:28])[CH3:27])=[O:24])=[O:20])[CH:15]=[CH:16][N:17]=2)=[CH:7][CH:6]=1)(=[O:4])(=[O:3])[NH2:2].CC(O)=O.[CH:44]([C:46]1[N:47]([CH2:51][C:52]([NH:54][C:55]2[CH:60]=[CH:59][CH:58]=[C:57]([I:61])[CH:56]=2)=[O:53])[CH:48]=[CH:49][N:50]=1)=O.[BH-](OC(C)=O)(OC(C)=O)OC(C)=O.[Na+], predict the reaction product. (6) Given the reactants [Br:1][C:2]1[CH:3]=[CH:4][C:5]([F:25])=[C:6]([C:8]([C:16]2[CH:21]=[CH:20][CH:19]=[C:18]([F:22])[C:17]=2[C:23]#[N:24])=[N:9]S(C(C)(C)C)=O)[CH:7]=1.Br[C:27]1[CH:32]=[CH:31][N:30]=[C:29]([CH3:33])[CH:28]=1, predict the reaction product. The product is: [Br:1][C:2]1[CH:3]=[CH:4][C:5]([F:25])=[C:6]([C:8]2([C:27]3[CH:32]=[CH:31][N:30]=[C:29]([CH3:33])[CH:28]=3)[C:16]3[C:17](=[C:18]([F:22])[CH:19]=[CH:20][CH:21]=3)[C:23]([NH2:24])=[N:9]2)[CH:7]=1.